From a dataset of Forward reaction prediction with 1.9M reactions from USPTO patents (1976-2016). Predict the product of the given reaction. (1) Given the reactants [F:1][C:2]([F:12])([CH3:11])[CH:3](O)[CH2:4][C:5]([O:7][CH2:8][CH3:9])=[O:6].C1(P(C2C=CC=CC=2)C2C=CC=CN=2)C=CC=CC=1.FC(F)(F)C(O)=O, predict the reaction product. The product is: [F:1][C:2]([F:12])([CH3:11])/[CH:3]=[CH:4]/[C:5]([O:7][CH2:8][CH3:9])=[O:6]. (2) Given the reactants Cl.[CH2:2]([N:6]1[C:10](CC#N)=[C:9]([C:14]2[CH:19]=[CH:18][CH:17]=[CH:16][CH:15]=2)[N:8]=[C:7]1[C:20]1[CH:25]=[CH:24][CH:23]=[CH:22][CH:21]=1)[CH2:3][CH2:4][CH3:5].O.[C:27]([O:30][CH2:31]C)(=[O:29])[CH3:28], predict the reaction product. The product is: [CH3:31][O:30][C:27](=[O:29])[CH2:28][C:10]1[N:6]([CH2:2][CH2:3][CH2:4][CH3:5])[C:7]([C:20]2[CH:21]=[CH:22][CH:23]=[CH:24][CH:25]=2)=[N:8][C:9]=1[C:14]1[CH:19]=[CH:18][CH:17]=[CH:16][CH:15]=1. (3) Given the reactants O1CCNCCOB1[C:9]1[C:10]([C:16]([F:19])([F:18])[F:17])=[CH:11][C:12]([NH2:15])=[N:13][CH:14]=1.Cl[C:21]1[N:26]=[C:25]([N:27]2[CH2:32][CH2:31][O:30][CH2:29][CH2:28]2)[N:24]=[C:23]([N:33]2[CH2:38][CH2:37][O:36][CH2:35][CH2:34]2)[CH:22]=1, predict the reaction product. The product is: [N:27]1([C:25]2[N:26]=[C:21]([C:9]3[C:10]([C:16]([F:17])([F:18])[F:19])=[CH:11][C:12]([NH2:15])=[N:13][CH:14]=3)[CH:22]=[C:23]([N:33]3[CH2:38][CH2:37][O:36][CH2:35][CH2:34]3)[N:24]=2)[CH2:32][CH2:31][O:30][CH2:29][CH2:28]1. (4) Given the reactants [CH:1]1[CH:2]=[CH:3][C:4]2[C:5](=[C:7]3[N:39]=[C:38]4[N:40]=[C:31]([C:32]5[CH:33]=[CH:34][CH:35]=[CH:36][C:37]=54)[N:30]=[C:28]4[NH:29][C:21]([C:22]5[CH:23]=[CH:24][CH:25]=[CH:26][C:27]=54)=[N:20][C:18]4=[N:19][C:11]([C:12]5[CH:13]=[CH:14][CH:15]=[CH:16][C:17]=54)=[N:10][C:9]=2[NH:8]3)[CH:6]=1.N=C1C2C(=CC=CC=2)C(=N)N1.C1C=C(C#N)C(C#N)=CC=1.[O-:62]CCC.[O-]CCC.[O-]CCC.[O-]CCC.[Ti+4:78], predict the reaction product. The product is: [CH:2]1[CH:3]=[C:4]2[C:9]3[N-:8][C:7]([C:5]2=[CH:6][CH:1]=1)=[N:39][C:38]1=[N:40][C:31]([C:32]2[C:37]1=[CH:36][CH:35]=[CH:34][CH:33]=2)=[N:30][C:28]1=[N:29][C:21]([C:22]2[C:27]1=[CH:26][CH:25]=[CH:24][CH:23]=2)=[N:20][C:18]1[N-:19][C:11](=[C:12]2[C:17]=1[CH:16]=[CH:15][CH:14]=[CH:13]2)[N:10]=3.[O-2:62].[Ti+4:78]. (5) Given the reactants [C:1]([O:5][C:6]([NH:8][C@H:9]1[CH2:14][CH2:13][C@H:12]([S:15][C:16](=O)C)[CH2:11][CH2:10]1)=[O:7])([CH3:4])([CH3:3])[CH3:2].C[O-].[Na+].CI, predict the reaction product. The product is: [C:1]([O:5][C:6](=[O:7])[NH:8][C@H:9]1[CH2:10][CH2:11][C@H:12]([S:15][CH3:16])[CH2:13][CH2:14]1)([CH3:4])([CH3:3])[CH3:2].